This data is from Forward reaction prediction with 1.9M reactions from USPTO patents (1976-2016). The task is: Predict the product of the given reaction. (1) Given the reactants [NH2:1][C:2]1[CH:3]=[N:4][C:5]2[C:10]([C:11]=1[C:12]1[CH:17]=[CH:16][C:15]([C:18]([F:21])([F:20])[F:19])=[CH:14][C:13]=1[O:22][CH3:23])=[CH:9][CH:8]=[C:7]([S:24]([N:27](CC1C=CC(OC)=CC=1)[C:28]1[S:29][CH:30]=[CH:31][N:32]=1)(=[O:26])=[O:25])[CH:6]=2.C(Cl)Cl.C(O)(C(F)(F)F)=O, predict the reaction product. The product is: [NH2:1][C:2]1[CH:3]=[N:4][C:5]2[C:10]([C:11]=1[C:12]1[CH:17]=[CH:16][C:15]([C:18]([F:20])([F:19])[F:21])=[CH:14][C:13]=1[O:22][CH3:23])=[CH:9][CH:8]=[C:7]([S:24]([NH:27][C:28]1[S:29][CH:30]=[CH:31][N:32]=1)(=[O:26])=[O:25])[CH:6]=2. (2) Given the reactants [CH3:1][C:2]1[N:3]=[N:4][N:5]([CH2:7][C:8]2[CH:13]=[C:12]([C:14]([F:17])([F:16])[F:15])[CH:11]=[CH:10][C:9]=2/[CH:18]=[CH:19]/[C:20]([N:22]2[CH2:27][CH2:26][CH:25]([NH:28][CH3:29])[CH2:24][CH2:23]2)=[O:21])[N:6]=1.[CH3:30][O:31][C:32]1[CH:39]=[CH:38][C:35]([CH:36]=O)=[CH:34][CH:33]=1, predict the reaction product. The product is: [CH3:30][O:31][C:32]1[CH:39]=[CH:38][C:35]([CH2:36][N:28]([CH3:29])[CH:25]2[CH2:26][CH2:27][N:22]([C:20](=[O:21])/[CH:19]=[CH:18]/[C:9]3[CH:10]=[CH:11][C:12]([C:14]([F:15])([F:16])[F:17])=[CH:13][C:8]=3[CH2:7][N:5]3[N:4]=[N:3][C:2]([CH3:1])=[N:6]3)[CH2:23][CH2:24]2)=[CH:34][CH:33]=1. (3) Given the reactants [Br:1][C:2]1[CH:8]=[CH:7][C:5]([NH2:6])=[C:4](I)[CH:3]=1.[C:10]([CH:12]1[CH2:16][CH2:15][N:14]([C:17]([O:19][C:20]([CH3:23])([CH3:22])[CH3:21])=[O:18])[CH2:13]1)#[CH:11].CCN(CC)CC, predict the reaction product. The product is: [NH2:6][C:5]1[CH:7]=[CH:8][C:2]([Br:1])=[CH:3][C:4]=1[C:11]#[C:10][CH:12]1[CH2:16][CH2:15][N:14]([C:17]([O:19][C:20]([CH3:23])([CH3:22])[CH3:21])=[O:18])[CH2:13]1. (4) Given the reactants [CH3:1][C@:2]12[C@@:19]3([CH3:20])[C@@H:10]([C@:11]4([CH3:33])[C@@H:16]([CH2:17][CH2:18]3)[C:15]([CH3:22])([CH3:21])[C:14]([C:23]3[CH:32]=[CH:31][C:26]([C:27]([O:29]C)=[O:28])=[CH:25][CH:24]=3)=[CH:13][CH2:12]4)[CH2:9][CH2:8][C@@H:7]1[C@H:6]1[C@H:34]([C:37]([CH3:39])=[CH2:38])[CH2:35][CH2:36][C@:5]1([NH:40][CH2:41][CH2:42][N:43]1[CH2:48][CH2:47][NH:46][CH2:45][CH2:44]1)[CH2:4][CH2:3]2.[C:49]1([CH:55]([CH3:59])[C:56]([OH:58])=O)[CH:54]=[CH:53][CH:52]=[CH:51][CH:50]=1, predict the reaction product. The product is: [CH3:1][C@:2]12[C@@:19]3([CH3:20])[C@@H:10]([C@:11]4([CH3:33])[C@@H:16]([CH2:17][CH2:18]3)[C:15]([CH3:21])([CH3:22])[C:14]([C:23]3[CH:32]=[CH:31][C:26]([C:27]([OH:29])=[O:28])=[CH:25][CH:24]=3)=[CH:13][CH2:12]4)[CH2:9][CH2:8][C@@H:7]1[C@H:6]1[C@H:34]([C:37]([CH3:39])=[CH2:38])[CH2:35][CH2:36][C@:5]1([NH:40][CH2:41][CH2:42][N:43]1[CH2:44][CH2:45][N:46]([C:56](=[O:58])[CH:55]([C:49]3[CH:50]=[CH:51][CH:52]=[CH:53][CH:54]=3)[CH3:59])[CH2:47][CH2:48]1)[CH2:4][CH2:3]2. (5) Given the reactants [O:1]=[C:2]1[N:6]([C:7]2[CH:8]=[CH:9][C:10]3[CH2:16][CH2:15][CH2:14][C:13](=[O:17])[CH2:12][C:11]=3[CH:18]=2)[CH2:5][CH:4]([CH2:19]OS(C)(=O)=O)[O:3]1.[N-:25]=[N+:26]=[N-:27].[Na+].CN(C)C=O, predict the reaction product. The product is: [N:25]([CH2:19][CH:4]1[O:3][C:2](=[O:1])[N:6]([C:7]2[CH:8]=[CH:9][C:10]3[CH2:16][CH2:15][CH2:14][C:13](=[O:17])[CH2:12][C:11]=3[CH:18]=2)[CH2:5]1)=[N+:26]=[N-:27]. (6) The product is: [CH3:1][N:2]1[CH2:7][CH2:6][N:5]([C:8]2[N:16]3[C:11]([CH:12]=[CH:13][CH:14]=[CH:15]3)=[CH:10][C:9]=2[C:17]([OH:19])=[O:18])[C:4](=[O:22])[CH2:3]1. Given the reactants [CH3:1][N:2]1[CH2:7][CH2:6][N:5]([C:8]2[N:16]3[C:11]([CH:12]=[CH:13][CH:14]=[CH:15]3)=[CH:10][C:9]=2[C:17]([O:19]CC)=[O:18])[C:4](=[O:22])[CH2:3]1.[OH-].[Li+], predict the reaction product.